Predict the reactants needed to synthesize the given product. From a dataset of Full USPTO retrosynthesis dataset with 1.9M reactions from patents (1976-2016). (1) Given the product [O:51]=[S:2]1(=[O:1])[CH2:3][CH2:4][N:5]([CH2:8][CH2:9][NH:10][C@:11]23[CH2:47][CH2:46][C@@H:45]([C:48]([CH3:50])=[CH2:49])[C@@H:12]2[C@@H:13]2[C@@:26]([CH3:29])([CH2:27][CH2:28]3)[C@@:25]3([CH3:30])[C@@H:16]([C@:17]4([CH3:44])[C@@H:22]([CH2:23][CH2:24]3)[C:21]([CH3:32])([CH3:31])[C:20]([C:33]3[CH2:38][CH2:37][C@:36]([CH2:42][F:43])([C:39]([O:41][CH2:58][CH2:59][Si:60]([CH3:63])([CH3:62])[CH3:61])=[O:40])[CH2:35][CH:34]=3)=[CH:19][CH2:18]4)[CH2:15][CH2:14]2)[CH2:6][CH2:7]1, predict the reactants needed to synthesize it. The reactants are: [O:1]=[S:2]1(=[O:51])[CH2:7][CH2:6][N:5]([CH2:8][CH2:9][NH:10][C@:11]23[CH2:47][CH2:46][C@@H:45]([C:48]([CH3:50])=[CH2:49])[C@@H:12]2[C@@H:13]2[C@@:26]([CH3:29])([CH2:27][CH2:28]3)[C@@:25]3([CH3:30])[C@@H:16]([C@:17]4([CH3:44])[C@@H:22]([CH2:23][CH2:24]3)[C:21]([CH3:32])([CH3:31])[C:20]([C:33]3[CH2:38][CH2:37][C@:36]([CH2:42][F:43])([C:39]([OH:41])=[O:40])[CH2:35][CH:34]=3)=[CH:19][CH2:18]4)[CH2:15][CH2:14]2)[CH2:4][CH2:3]1.C(NC(=NC(C)C)O[CH2:58][CH2:59][Si:60]([CH3:63])([CH3:62])[CH3:61])(C)C. (2) The reactants are: [Br:1][C:2]1[C:7]([F:8])=[CH:6][C:5]([OH:9])=[C:4]([O:10][CH3:11])[CH:3]=1.Cl.Cl[CH2:14][C:15]1[CH:16]=[CH:17][C:18]([O:21][CH3:22])=[N:19][CH:20]=1.C(=O)([O-])[O-].[K+].[K+]. Given the product [Br:1][C:2]1[C:7]([F:8])=[CH:6][C:5]([O:9][CH2:14][C:15]2[CH:16]=[CH:17][C:18]([O:21][CH3:22])=[N:19][CH:20]=2)=[C:4]([O:10][CH3:11])[CH:3]=1, predict the reactants needed to synthesize it.